From a dataset of Forward reaction prediction with 1.9M reactions from USPTO patents (1976-2016). Predict the product of the given reaction. (1) Given the reactants Br[C:2]1[CH:7]=[CH:6][C:5]([N:8]2[C:20]3[CH:19]=[CH:18][CH:17]=[CH:16][C:15]=3[C:14]3[C:9]2=[CH:10][CH:11]=[CH:12][CH:13]=3)=[CH:4][CH:3]=1.CCCCCC.C([Li])CCC.[B:32](OC)([O:35]C)[O:33]C.Cl, predict the reaction product. The product is: [CH:10]1[C:9]2[N:8]([C:5]3[CH:4]=[CH:3][C:2]([B:32]([OH:35])[OH:33])=[CH:7][CH:6]=3)[C:20]3[C:15](=[CH:16][CH:17]=[CH:18][CH:19]=3)[C:14]=2[CH:13]=[CH:12][CH:11]=1. (2) Given the reactants C(OC([NH:8][C:9]1[S:13][C:12]([C:14]2[CH:19]=[CH:18][CH:17]=[CH:16][CH:15]=2)=[N:11][C:10]=1[C:20]([OH:22])=O)=O)(C)(C)C.[NH2:23][C:24]1[CH:25]=[N:26][CH:27]=[CH:28][CH:29]=1, predict the reaction product. The product is: [NH2:8][C:9]1[S:13][C:12]([C:14]2[CH:15]=[CH:16][CH:17]=[CH:18][CH:19]=2)=[N:11][C:10]=1[C:20]([NH:23][C:24]1[CH:25]=[N:26][CH:27]=[CH:28][CH:29]=1)=[O:22].